This data is from Reaction yield outcomes from USPTO patents with 853,638 reactions. The task is: Predict the reaction yield, written as a fraction of the theoretical maximum amount of product (1.0 means a 100% yield; for example, 0.34 means a 34% yield). (1) The reactants are Br[CH2:2][CH2:3][O:4][C:5]1[CH:12]=[CH:11][C:8]([C:9]#[N:10])=[CH:7][CH:6]=1.[C:13]([O-:16])([O-])=O.[K+].[K+].[CH3:19][C:20]([CH3:22])=[O:21]. No catalyst specified. The product is [C:20]([C:22]1[CH:7]=[CH:6][C:5]([O:4][CH2:2][CH2:3][O:4][C:5]2[CH:12]=[CH:11][C:8]([C:9]#[N:10])=[CH:7][CH:6]=2)=[C:12]([CH2:11][CH2:8][CH3:9])[C:13]=1[OH:16])(=[O:21])[CH3:19]. The yield is 0.470. (2) The reactants are [CH:1]1[CH2:5][CH2:4][CH2:3][C:2]=1[C:6]1[CH:7]=[C:8]2[C:12](=[CH:13][CH:14]=1)[N:11]([CH2:15][C:16]1[CH:21]=[CH:20][CH:19]=[C:18]([O:22][CH3:23])[CH:17]=1)[C:10]([C:24]([O:26][CH2:27][CH3:28])=[O:25])=[C:9]2[C:29]1[CH:34]=[CH:33][CH:32]=[C:31](OCC2CC2)[CH:30]=1. The catalyst is C(OCC)(=O)C.[Pd].CCO. The product is [C:2]([C:32]1[CH:33]=[CH:34][C:29]([C:9]2[C:8]3[C:12](=[CH:13][CH:14]=[C:6]([CH:2]4[CH2:1][CH2:5][CH2:4][CH2:3]4)[CH:7]=3)[N:11]([CH2:15][C:16]3[CH:21]=[CH:20][CH:19]=[C:18]([O:22][CH3:23])[CH:17]=3)[C:10]=2[C:24]([O:26][CH2:27][CH3:28])=[O:25])=[CH:30][CH:31]=1)([CH3:6])([CH3:3])[CH3:1]. The yield is 0.930. (3) The reactants are [F:1][C:2]([F:8])([F:7])[CH2:3][CH2:4][CH2:5][OH:6].C(N([CH2:14][CH3:15])CC)C.CS(Cl)(=O)=O.CN1[CH2:26][CH2:25][CH2:24][C:23]1=O.[C:28](=[O:31])([O-])[O-:29].[K+].[K+].[OH-].[Na+].Cl. The catalyst is O1CCCC1.OC1C=CC(C(OC)=O)=CC=1.O. The product is [F:1][C:2]([F:8])([F:7])[CH2:3][CH2:4][CH2:5][O:6][C:15]1[CH:14]=[CH:26][C:25]([C:28]([OH:29])=[O:31])=[CH:24][CH:23]=1. The yield is 0.980. (4) The reactants are Br[C:2]1[C:3]([O:15][C:16]2[CH:25]=[CH:24][CH:23]=[C:22]3[C:17]=2[CH:18]=[CH:19][CH:20]=[N:21]3)=[CH:4][C:5]([NH:8][C:9]2[S:10][CH:11]=[C:12]([CH3:14])[N:13]=2)=[N:6][CH:7]=1.[N:26]1[CH:31]=[CH:30][CH:29]=[CH:28][C:27]=1[S:32][S:32][C:27]1[CH:28]=[CH:29][CH:30]=[CH:31][N:26]=1. No catalyst specified. The product is [CH3:14][C:12]1[N:13]=[C:9]([NH:8][C:5]2[CH:4]=[C:3]([O:15][C:16]3[CH:25]=[CH:24][CH:23]=[C:22]4[C:17]=3[CH:18]=[CH:19][CH:20]=[N:21]4)[C:2]([S:32][C:27]3[CH:28]=[CH:29][CH:30]=[CH:31][N:26]=3)=[CH:7][N:6]=2)[S:10][CH:11]=1. The yield is 0.307. (5) The reactants are [Cl:1][C:2]1[CH:3]=[C:4]([NH2:16])[C:5]([NH2:15])=[CH:6][C:7]=1[C:8]1[CH:13]=[CH:12][C:11]([F:14])=[CH:10][CH:9]=1.[F:17][C:18]([F:23])([F:22])[C:19](O)=O. The catalyst is Cl. The product is [Cl:1][C:2]1[C:7]([C:8]2[CH:9]=[CH:10][C:11]([F:14])=[CH:12][CH:13]=2)=[CH:6][C:5]2[NH:15][C:19]([C:18]([F:23])([F:22])[F:17])=[N:16][C:4]=2[CH:3]=1. The yield is 0.380. (6) The reactants are [NH2:1][C:2]1[C:7](Br)=[CH:6][CH:5]=[CH:4][N:3]=1.[CH2:9]([O:16][C:17]1[CH:41]=[CH:40][C:20]([CH2:21][N:22]2[CH:26]=[C:25]([Sn](CCCC)(CCCC)CCCC)[CH:24]=[N:23]2)=[CH:19][CH:18]=1)[C:10]1[CH:15]=[CH:14][CH:13]=[CH:12][CH:11]=1.O.C(OCC)(=O)C. The catalyst is O1CCCC1.[Cu]I.C1(C=CC=CC=1)[P](C1C=CC=CC=1)(C1C=CC=CC=1)[Pd][P](C1C=CC=CC=1)(C1C=CC=CC=1)C1C=CC=CC=1. The product is [CH2:9]([O:16][C:17]1[CH:41]=[CH:40][C:20]([CH2:21][N:22]2[CH:26]=[C:25]([C:7]3[C:2]([NH2:1])=[N:3][CH:4]=[CH:5][CH:6]=3)[CH:24]=[N:23]2)=[CH:19][CH:18]=1)[C:10]1[CH:11]=[CH:12][CH:13]=[CH:14][CH:15]=1. The yield is 0.0200.